From a dataset of Full USPTO retrosynthesis dataset with 1.9M reactions from patents (1976-2016). Predict the reactants needed to synthesize the given product. (1) Given the product [NH:49]1[CH:50]=[C:46]([C:2]2[N:3]=[C:4]3[C:10]4[CH:11]=[CH:12][CH:13]=[CH:14][C:9]=4[NH:8][C:7]4[N:15]=[CH:16][CH:17]=[CH:18][C:6]=4[N:5]3[C:19]=2[C:20]2[CH:21]=[CH:22][C:23]([C:26]3([NH2:30])[CH2:29][CH2:28][CH2:27]3)=[CH:24][CH:25]=2)[CH:47]=[N:48]1, predict the reactants needed to synthesize it. The reactants are: Br[C:2]1[N:3]=[C:4]2[C:10]3[CH:11]=[CH:12][CH:13]=[CH:14][C:9]=3[NH:8][C:7]3[N:15]=[CH:16][CH:17]=[CH:18][C:6]=3[N:5]2[C:19]=1[C:20]1[CH:25]=[CH:24][C:23]([C:26]2([NH:30]C(=O)OC(C)(C)C)[CH2:29][CH2:28][CH2:27]2)=[CH:22][CH:21]=1.CC1(C)C(C)(C)OB([C:46]2[CH:47]=[N:48][NH:49][CH:50]=2)O1.[O-]P([O-])([O-])=O.[K+].[K+].[K+]. (2) Given the product [CH2:28]([O:25][C:24]([C:23]1[C:17]2[O:16][B:15]([OH:27])[C@@H:14]([NH:13][C:11](=[O:12])[CH2:10][C:6]3[CH:5]=[C:4]4[C:9](=[CH:8][CH:7]=3)[CH2:1][NH:2][CH2:3]4)[CH2:19][C:18]=2[CH:20]=[CH:21][CH:22]=1)=[O:26])[CH3:29], predict the reactants needed to synthesize it. The reactants are: [CH2:1]1[C:9]2[C:4](=[CH:5][C:6]([CH2:10][C:11]([NH:13][C@H:14]3[CH2:19][C:18]4[CH:20]=[CH:21][CH:22]=[C:23]([C:24]([OH:26])=[O:25])[C:17]=4[O:16][B:15]3[OH:27])=[O:12])=[CH:7][CH:8]=2)[CH2:3][NH:2]1.[CH2:28](O)[CH3:29]. (3) Given the product [Cl:1][C:2]1[NH:3][C:4]([N:28]2[CH2:27][CH2:26][CH:25]([NH:24][C:22]([C:16]3[NH:17][C:18]([CH3:21])=[C:19]([Cl:20])[C:15]=3[Cl:14])=[O:23])[CH2:30][CH2:29]2)([C:9]([O:11][CH3:12])=[O:10])[CH:5]=[CH:6][N:7]=1, predict the reactants needed to synthesize it. The reactants are: [Cl:1][C:2]1[N:7]=[C:6](Cl)[CH:5]=[C:4]([C:9]([O:11][CH3:12])=[O:10])[N:3]=1.Cl.[Cl:14][C:15]1[C:19]([Cl:20])=[C:18]([CH3:21])[NH:17][C:16]=1[C:22]([NH:24][CH:25]1[CH2:30][CH2:29][NH:28][CH2:27][CH2:26]1)=[O:23].O. (4) Given the product [OH:15][C:10]1[CH:11]=[CH:12][C:13]([S:2]([Cl:1])(=[O:5])=[O:3])=[CH:14][C:9]=1[N+:6]([O-:8])=[O:7], predict the reactants needed to synthesize it. The reactants are: [Cl:1][S:2]([OH:5])(=O)=[O:3].[N+:6]([C:9]1[CH:14]=[CH:13][CH:12]=[CH:11][C:10]=1[OH:15])([O-:8])=[O:7]. (5) The reactants are: [CH3:1][O:2][C:3]([C:5]1[C:6]2[CH:7]=[CH:8][NH:9][C:10]=2[CH:11]=[C:12]([Br:14])[CH:13]=1)=[O:4].C([O-])([O-])=O.[K+].[K+].[F:21][C:22]1[CH:27]=[CH:26][C:25](I)=[CH:24][CH:23]=1.CN[C@@H]1CCCC[C@H]1NC. Given the product [CH3:1][O:2][C:3]([C:5]1[C:6]2[CH:7]=[CH:8][N:9]([C:25]3[CH:26]=[CH:27][C:22]([F:21])=[CH:23][CH:24]=3)[C:10]=2[CH:11]=[C:12]([Br:14])[CH:13]=1)=[O:4], predict the reactants needed to synthesize it.